Dataset: Retrosynthesis with 50K atom-mapped reactions and 10 reaction types from USPTO. Task: Predict the reactants needed to synthesize the given product. (1) Given the product O=C(O)COc1ccc([C@@H]2CCC(=O)C2)cc1, predict the reactants needed to synthesize it. The reactants are: CCOC(=O)COc1ccc([C@@H]2CCC(=O)C2)cc1. (2) Given the product CCCC(C)NC(=O)CSc1nc2c([nH]c3ccccc32)c(=O)n1-c1ccccc1, predict the reactants needed to synthesize it. The reactants are: CCCC(C)N.O=C(O)CSc1nc2c([nH]c3ccccc32)c(=O)n1-c1ccccc1. (3) Given the product O=C(NCc1ccc(Cl)cc1)c1nc2ccccc2n(-c2cccc(C(F)(F)F)c2)c1=O, predict the reactants needed to synthesize it. The reactants are: NCc1ccc(Cl)cc1.O=C(O)c1nc2ccccc2n(-c2cccc(C(F)(F)F)c2)c1=O. (4) The reactants are: CC(C)C[Zn+].CCOC(=O)c1cnc(Cl)c(C#N)c1. Given the product CCOC(=O)c1cnc(CC(C)C)c(C#N)c1, predict the reactants needed to synthesize it. (5) The reactants are: O=C(O)Cc1cn(Cc2ccccc2)c2ccc(Br)cc12.OB(O)c1cc2ccccc2o1. Given the product O=C(O)Cc1cn(Cc2ccccc2)c2ccc(-c3cc4ccccc4o3)cc12, predict the reactants needed to synthesize it. (6) Given the product COC(=O)c1cc(NC(=O)Nc2ccc(OC)c(OC)c2)ccc1OC(c1ccccc1)c1ccccc1F, predict the reactants needed to synthesize it. The reactants are: COC(=O)c1cc(N)ccc1OC(c1ccccc1)c1ccccc1F.COc1ccc(N=C=O)cc1OC. (7) Given the product N#Cc1ccc(CN(Cc2ccc(F)cc2F)S(=O)(=O)c2ccc(Cl)cc2)cc1, predict the reactants needed to synthesize it. The reactants are: N#Cc1ccc(CNCc2ccc(F)cc2F)cc1.O=S(=O)(Cl)c1ccc(Cl)cc1.